This data is from Forward reaction prediction with 1.9M reactions from USPTO patents (1976-2016). The task is: Predict the product of the given reaction. Given the reactants C([O:8][N:9]([CH:21]=[O:22])[CH2:10][C@@H:11]([CH2:15][CH:16]1[CH2:20][CH2:19][CH2:18][CH2:17]1)[C:12]([OH:14])=O)C1C=CC=CC=1.Cl.[NH2:24][C@@H:25]([C:48]([CH3:51])([CH3:50])[CH3:49])[C:26]([N:28]1[CH2:33][CH2:32][CH:31]([NH:34][S:35]([C:38]2[CH:43]=[CH:42][C:41]([C:44]([F:47])([F:46])[F:45])=[CH:40][CH:39]=2)(=[O:37])=[O:36])[CH2:30][CH2:29]1)=[O:27], predict the reaction product. The product is: [CH:16]1([CH2:15][C@H:11]([CH2:10][N:9]([CH:21]=[O:22])[OH:8])[C:12]([NH:24][C@H:25]([C:26]([N:28]2[CH2:33][CH2:32][CH:31]([NH:34][S:35]([C:38]3[CH:39]=[CH:40][C:41]([C:44]([F:46])([F:47])[F:45])=[CH:42][CH:43]=3)(=[O:37])=[O:36])[CH2:30][CH2:29]2)=[O:27])[C:48]([CH3:49])([CH3:50])[CH3:51])=[O:14])[CH2:17][CH2:18][CH2:19][CH2:20]1.